This data is from Forward reaction prediction with 1.9M reactions from USPTO patents (1976-2016). The task is: Predict the product of the given reaction. (1) Given the reactants ClCCCl.[N:5]([C:8]1[C:17]([C:18]2[CH:23]=[CH:22][C:21]([Cl:24])=[CH:20][CH:19]=2)=[N:16][C:15]([Br:25])=[CH:14][C:9]=1[C:10]([O:12][CH3:13])=[O:11])=[N+]=[N-], predict the reaction product. The product is: [Br:25][C:15]1[CH:14]=[C:9]([C:10]([O:12][CH3:13])=[O:11])[C:8]2[NH:5][C:19]3[CH:20]=[C:21]([Cl:24])[CH:22]=[CH:23][C:18]=3[C:17]=2[N:16]=1. (2) Given the reactants [OH:1][C:2]1[CH:7]=[CH:6][C:5]([N+:8]([O-:10])=[O:9])=[CH:4][N:3]=1.[Br:11]Br, predict the reaction product. The product is: [Br:11][C:7]1[C:2]([OH:1])=[N:3][CH:4]=[C:5]([N+:8]([O-:10])=[O:9])[CH:6]=1. (3) The product is: [CH2:4]([O:11][C:12]1[CH:17]=[C:16]([O:18][CH2:19][C:20]2[CH:21]=[CH:22][CH:23]=[CH:24][CH:25]=2)[C:15]([CH:26]([CH3:27])[CH3:28])=[CH:14][C:13]=1[C:29]1[O:33][N:32]=[C:31]([C:34]([NH:35][CH2:36][CH3:37])=[O:38])[C:30]=1[CH:39]1[O:43][N:42]=[C:41]([C:44](=[O:46])[NH:3][CH2:1][CH3:2])[CH2:40]1)[C:5]1[CH:10]=[CH:9][CH:8]=[CH:7][CH:6]=1. Given the reactants [CH2:1]([NH2:3])[CH3:2].[CH2:4]([O:11][C:12]1[CH:17]=[C:16]([O:18][CH2:19][C:20]2[CH:25]=[CH:24][CH:23]=[CH:22][CH:21]=2)[C:15]([CH:26]([CH3:28])[CH3:27])=[CH:14][C:13]=1[C:29]1[O:33][N:32]=[C:31]([C:34](=[O:38])[NH:35][CH2:36][CH3:37])[C:30]=1[CH:39]1[O:43][N:42]=[C:41]([C:44]([O:46]CC)=O)[CH2:40]1)[C:5]1[CH:10]=[CH:9][CH:8]=[CH:7][CH:6]=1, predict the reaction product. (4) Given the reactants Cl[S:2]([N:5]=[C:6]=[O:7])(=[O:4])=[O:3].[C:8]([OH:12])([CH3:11])([CH3:10])[CH3:9].[CH2:13]([O:15][C:16](=[O:34])[CH2:17][NH:18][CH2:19][C:20]1[CH:25]=[CH:24][C:23]([O:26][CH2:27][C:28]2[CH:33]=[CH:32][CH:31]=[CH:30][CH:29]=2)=[CH:22][CH:21]=1)[CH3:14].CCCCCC.C(OC(=O)C)C, predict the reaction product. The product is: [CH2:13]([O:15][C:16](=[O:34])[CH2:17][N:18]([CH2:19][C:20]1[CH:25]=[CH:24][C:23]([O:26][CH2:27][C:28]2[CH:33]=[CH:32][CH:31]=[CH:30][CH:29]=2)=[CH:22][CH:21]=1)[S:2]([NH:5][C:6]([O:12][C:8]([CH3:11])([CH3:10])[CH3:9])=[O:7])(=[O:4])=[O:3])[CH3:14]. (5) Given the reactants [Cl:1][C:2]1[C:3]([N:18]2[CH2:23][CH2:22][CH:21]([C:24]([O-:26])=[O:25])[CH2:20][CH2:19]2)=[N:4][CH:5]=[C:6]([C:8](=O)[NH:9][CH2:10][C:11](=[O:16])[CH2:12][CH2:13][CH2:14][CH3:15])[CH:7]=1.O=P(Cl)(Cl)Cl.[CH3:32]N(C=O)C, predict the reaction product. The product is: [CH2:12]([C:11]1[O:16][C:8]([C:6]2[CH:7]=[C:2]([Cl:1])[C:3]([N:18]3[CH2:19][CH2:20][CH:21]([C:24]([O:26][CH3:32])=[O:25])[CH2:22][CH2:23]3)=[N:4][CH:5]=2)=[N:9][CH:10]=1)[CH2:13][CH2:14][CH3:15]. (6) Given the reactants O[CH:2]([CH3:17])[CH2:3][C:4]([CH:6]1[C:15]([CH3:16])=[CH:14][CH:13]=[CH:12][C:7]21[CH2:11][CH2:10][CH2:9][CH2:8]2)=[O:5].OC(C)CC(C1C2(CC=CC=1C)CCCC2)=O.OC(C)CC(C1C(=C)C=CCC21CCCC2)=O.C(OC(=O)C)(=O)C.C([O-])(=O)C.[Na+], predict the reaction product. The product is: [CH3:16][C:15]1[CH:6]([C:4](=[O:5])/[CH:3]=[CH:2]/[CH3:17])[C:7]2([CH:12]=[CH:13][CH:14]=1)[CH2:8][CH2:9][CH2:10][CH2:11]2.